From a dataset of Full USPTO retrosynthesis dataset with 1.9M reactions from patents (1976-2016). Predict the reactants needed to synthesize the given product. (1) Given the product [F:20][CH:9]1[C:4](=[O:3])[CH2:5][CH2:6][N:7]([C:10]([O:12][C:13]([CH3:16])([CH3:15])[CH3:14])=[O:11])[CH2:8]1, predict the reactants needed to synthesize it. The reactants are: C[Si](C)(C)[O:3][C:4]1[CH2:9][CH2:8][N:7]([C:10]([O:12][C:13]([CH3:16])([CH3:15])[CH3:14])=[O:11])[CH2:6][CH:5]=1.[B-](F)(F)(F)[F:20].[B-](F)(F)(F)F.C1[N+]2(CCl)CC[N+](F)(CC2)C1.CCOC(C)=O.CCCCCC. (2) Given the product [O:21]=[C:22]1[C:30]2[C:25](=[CH:26][CH:27]=[CH:28][CH:29]=2)[C:24](=[O:31])[C:23]1=[C:13]1[C:14]2[C:19](=[CH:18][CH:17]=[CH:16][CH:15]=2)[C:11](=[C:1]2[C:9]3[C:4](=[CH:5][CH:6]=[CH:7][CH:8]=3)[C:3](=[C:33]3[C:32](=[O:35])[C:25]4[C:30](=[CH:29][CH:28]=[CH:27][CH:26]=4)[C:22]3=[O:21])[NH:2]2)[NH:12]1, predict the reactants needed to synthesize it. The reactants are: [C:1]1(=[C:11]2[C:19]3[C:14](=[CH:15][CH:16]=[CH:17][CH:18]=3)[C:13](=N)[NH:12]2)[C:9]2[C:4](=[CH:5][CH:6]=[CH:7][CH:8]=2)[C:3](=N)[NH:2]1.[O:21]=[C:22]1[C:30]2[C:25](=[CH:26][CH:27]=[CH:28][CH:29]=2)[C:24](=[O:31])[CH2:23]1.[C:32]([OH:35])(=O)[CH3:33].